From a dataset of Reaction yield outcomes from USPTO patents with 853,638 reactions. Predict the reaction yield, written as a fraction of the theoretical maximum amount of product (1.0 means a 100% yield; for example, 0.34 means a 34% yield). (1) The reactants are [CH2:1]([O:8][C:9]1[CH:14]=[CH:13][C:12]([CH:15]([OH:20])[C:16]([O:18][CH3:19])=[O:17])=[C:11]([C:21]2[CH:22]=[CH:23][C:24]3[O:29][CH2:28][CH2:27][CH2:26][C:25]=3[CH:30]=2)[CH:10]=1)[C:2]1[CH:7]=[CH:6][CH:5]=[CH:4][CH:3]=1.Cl(O)(=O)(=O)=O.C(=O)(O)[O-].[Na+]. The catalyst is C(OC(C)(C)C)(=O)C. The product is [CH2:1]([O:8][C:9]1[CH:14]=[CH:13][C:12]([CH:15]([O:20][C:2]([CH3:7])([CH3:3])[CH3:1])[C:16]([O:18][CH3:19])=[O:17])=[C:11]([C:21]2[CH:22]=[CH:23][C:24]3[O:29][CH2:28][CH2:27][CH2:26][C:25]=3[CH:30]=2)[CH:10]=1)[C:2]1[CH:7]=[CH:6][CH:5]=[CH:4][CH:3]=1. The yield is 0.300. (2) The reactants are ClCCCC(Cl)=O.C(C1C=CC=CC=1CC(O)=O)C.C([C:22]1[CH:27]=[CH:26][C:25]([CH2:28][C:29]([OH:31])=[O:30])=[C:24]([C:32](=[O:37])[CH2:33][CH2:34][CH2:35]Cl)[CH:23]=1)C.[Li+].[OH-]. The catalyst is C(Cl)Cl.O.C(O)C. The product is [CH:33]1([C:32]([C:24]2[CH:23]=[CH:22][CH:27]=[CH:26][C:25]=2[CH2:28][C:29]([OH:31])=[O:30])=[O:37])[CH2:34][CH2:35]1. The yield is 0.110. (3) The reactants are Cl[CH2:2][CH2:3][NH:4][C:5]([NH:7][C:8]1[CH:13]=[CH:12][C:11]([C:14]2[N:15]([CH2:27][CH3:28])[C:16]3[C:21]([C:22]=2[C:23]#[N:24])=[CH:20][CH:19]=[C:18]([O:25][CH3:26])[CH:17]=3)=[CH:10][CH:9]=1)=[O:6].[OH-].[K+]. The catalyst is CO. The product is [CH2:27]([N:15]1[C:16]2[C:21](=[CH:20][CH:19]=[C:18]([O:25][CH3:26])[CH:17]=2)[C:22]([C:23]#[N:24])=[C:14]1[C:11]1[CH:12]=[CH:13][C:8]([N:7]2[CH2:2][CH2:3][NH:4][C:5]2=[O:6])=[CH:9][CH:10]=1)[CH3:28]. The yield is 0.620. (4) The reactants are [CH3:1][O:2][C:3]1[CH:16]=[C:15]([O:17][CH3:18])[CH:14]=[CH:13][C:4]=1[CH2:5][N:6]1[C:10](=[O:11])[CH2:9][CH2:8][C:7]1=[O:12].C[O:20][C:21]([C:23]1[C:28]([C:29](OC)=[O:30])=[CH:27][CH:26]=[CH:25][N:24]=1)=O.[H-].[Na+].Cl. The catalyst is O1CCCC1.CCOCC.CO. The product is [CH3:1][O:2][C:3]1[CH:16]=[C:15]([O:17][CH3:18])[CH:14]=[CH:13][C:4]=1[CH2:5][N:6]1[C:7](=[O:12])[C:8]2[C:21]([OH:20])=[C:23]3[C:28]([CH:27]=[CH:26][CH:25]=[N:24]3)=[C:29]([OH:30])[C:9]=2[C:10]1=[O:11]. The yield is 0.520.